This data is from Forward reaction prediction with 1.9M reactions from USPTO patents (1976-2016). The task is: Predict the product of the given reaction. (1) The product is: [Br:21][C:14]1[C:13]2[C:8](=[CH:9][CH:10]=[CH:11][CH:12]=2)[C:7]([C:1]2[CH:2]=[CH:3][CH:4]=[CH:5][CH:6]=2)=[C:20]2[C:15]=1[CH:16]=[CH:17][CH:18]=[CH:19]2. Given the reactants [C:1]1([C:7]2[C:8]3[C:13]([CH:14]=[C:15]4[C:20]=2[CH:19]=[CH:18][CH:17]=[CH:16]4)=[CH:12][CH:11]=[CH:10][CH:9]=3)[CH:6]=[CH:5][CH:4]=[CH:3][CH:2]=1.[Br:21]Br.S([O-])([O-])(=O)=S.[Na+].[Na+], predict the reaction product. (2) The product is: [C:58]([O:62][C:63](=[O:72])[NH:64][C:65]([CH3:71])([CH2:68][CH2:69][CH3:70])[CH2:66][NH:67][C:45]([C:44]1[C:43]([CH3:48])=[N:42][N:29]2[C:30]([O:32][CH2:33][C:34]3[C:35]([F:41])=[CH:36][CH:37]=[CH:38][C:39]=3[F:40])=[CH:31][C:26]([CH:23]3[CH2:25][CH2:24]3)=[CH:27][C:28]=12)=[O:46])([CH3:61])([CH3:60])[CH3:59]. Given the reactants ON1C2N=CC=CC=2N=N1.Cl.CN(C)CCCN=C=NCC.[CH:23]1([C:26]2[CH:31]=[C:30]([O:32][CH2:33][C:34]3[C:39]([F:40])=[CH:38][CH:37]=[CH:36][C:35]=3[F:41])[N:29]3[N:42]=[C:43]([CH3:48])[C:44]([C:45](O)=[O:46])=[C:28]3[CH:27]=2)[CH2:25][CH2:24]1.C(N(CC)C(C)C)(C)C.[C:58]([O:62][C:63](=[O:72])[NH:64][C:65]([CH3:71])([CH2:68][CH2:69][CH3:70])[CH2:66][NH2:67])([CH3:61])([CH3:60])[CH3:59], predict the reaction product. (3) The product is: [F:20][C:21]([F:23])([F:22])[C:2]1[C:3]([C:8]2[CH:19]=[CH:18][C:11]3[C:12]([NH:33][C:30]4[CH:31]=[CH:32][C:27]([S:24]([C:21]([F:23])([F:22])[F:20])(=[O:25])=[O:26])=[CH:28][CH:29]=4)=[N:13][S:14](=[O:16])(=[O:15])[C:10]=3[CH:9]=2)=[N:4][CH:5]=[CH:6][CH:7]=1. Given the reactants Cl[C:2]1[C:3]([C:8]2[CH:19]=[CH:18][C:11]3[C:12](O)=[N:13][S:14](=[O:16])(=[O:15])[C:10]=3[CH:9]=2)=[N:4][CH:5]=[CH:6][CH:7]=1.[F:20][C:21]([S:24]([C:27]1[CH:32]=[CH:31][C:30]([NH2:33])=[CH:29][CH:28]=1)(=[O:26])=[O:25])([F:23])[F:22].C(C1C=CC(N)=CC=1)(C)(C)C, predict the reaction product. (4) Given the reactants [Cl:1][C:2]1[CH:3]=[C:4]([C:8]2[C:17]3[C:12](=[CH:13][CH:14]=[CH:15][CH:16]=3)[C:11](=[O:18])[NH:10][N:9]=2)[CH:5]=[CH:6][CH:7]=1.[H-].[Na+].Br[CH2:22][C:23]([N:25]([CH3:36])[C:26]1[CH:35]=[CH:34][C:29]2[N:30]=[C:31]([CH3:33])[O:32][C:28]=2[CH:27]=1)=[O:24], predict the reaction product. The product is: [Cl:1][C:2]1[CH:3]=[C:4]([C:8]2[C:17]3[C:12](=[CH:13][CH:14]=[CH:15][CH:16]=3)[C:11](=[O:18])[N:10]([CH2:22][C:23]([N:25]([CH3:36])[C:26]3[CH:35]=[CH:34][C:29]4[N:30]=[C:31]([CH3:33])[O:32][C:28]=4[CH:27]=3)=[O:24])[N:9]=2)[CH:5]=[CH:6][CH:7]=1.